From a dataset of Aqueous solubility values for 9,982 compounds from the AqSolDB database. Regression/Classification. Given a drug SMILES string, predict its absorption, distribution, metabolism, or excretion properties. Task type varies by dataset: regression for continuous measurements (e.g., permeability, clearance, half-life) or binary classification for categorical outcomes (e.g., BBB penetration, CYP inhibition). For this dataset (solubility_aqsoldb), we predict Y. The molecule is Cc1ccc(S(=O)(=O)/C(C#N)=C/N2CC(=O)NC2=S)cc1. The Y is -3.53 log mol/L.